This data is from Full USPTO retrosynthesis dataset with 1.9M reactions from patents (1976-2016). The task is: Predict the reactants needed to synthesize the given product. (1) Given the product [OH:33][C:31]1[CH:32]=[C:27]2[C:28]([C:16]([CH3:15])([CH3:17])[C:1](=[O:3])[N:5]2[CH3:50])=[CH:29][CH:30]=1, predict the reactants needed to synthesize it. The reactants are: [C:1]([O-])(=[O:3])C.[NH4+:5].CO[C@@H]1[C@@H](C(OC)=O)[C@@H]2[C@@H](CN3[C@H](C2)[C:17]2N[C:27]4[CH:32]=[C:31]([O:33]C)[CH:30]=[CH:29][C:28]=4[C:16]=2[CH2:15]C3)C[C@H]1OC(C1C=C(OC)C(OC)=C(OC)C=1)=O.[C:50](#N)C. (2) The reactants are: [C:1]([C:5]1[CH:9]=[C:8]([NH2:10])[N:7]([C:11]2[CH:16]=[CH:15][CH:14]=[CH:13][CH:12]=2)[N:6]=1)([CH3:4])([CH3:3])[CH3:2].Cl[C:18]([O:20][C:21]1[CH:26]=[CH:25][CH:24]=[CH:23][CH:22]=1)=[O:19].C([O-])([O-])=O.[K+].[K+]. Given the product [C:1]([C:5]1[CH:9]=[C:8]([NH:10][C:18](=[O:19])[O:20][C:21]2[CH:26]=[CH:25][CH:24]=[CH:23][CH:22]=2)[N:7]([C:11]2[CH:16]=[CH:15][CH:14]=[CH:13][CH:12]=2)[N:6]=1)([CH3:4])([CH3:2])[CH3:3], predict the reactants needed to synthesize it. (3) Given the product [CH3:15][C:8]1([N:17]2[CH2:22][CH2:21][O:20][CH2:19][CH2:18]2)[CH2:9][CH2:10][C:5]2([O:4][CH2:3][CH2:2][O:1]2)[CH2:6][CH2:7]1, predict the reactants needed to synthesize it. The reactants are: [O:1]1[C:5]2([CH2:10][CH2:9][C:8](=O)[CH2:7][CH2:6]2)[O:4][CH2:3][CH2:2]1.N1C=[CH:15]N=N1.[NH:17]1[CH2:22][CH2:21][O:20][CH2:19][CH2:18]1.C[Mg]Cl.C1COCC1.[NH4+].[Cl-].